From a dataset of Forward reaction prediction with 1.9M reactions from USPTO patents (1976-2016). Predict the product of the given reaction. (1) Given the reactants [C:1]([O:5][C:6]([N:8]1[CH2:13][CH2:12][C:11]([C:17]2[CH:22]=[CH:21][C:20]([I:23])=[CH:19][CH:18]=2)([CH2:14][NH:15][CH3:16])[CH2:10][CH2:9]1)=[O:7])([CH3:4])([CH3:3])[CH3:2].[Cl:24][C:25]1[CH:26]=[C:27]([N:32]=[C:33]=[O:34])[CH:28]=[C:29]([Cl:31])[CH:30]=1, predict the reaction product. The product is: [C:1]([O:5][C:6]([N:8]1[CH2:9][CH2:10][C:11]([CH2:14][N:15]([CH3:16])[C:33]([NH:32][C:27]2[CH:26]=[C:25]([Cl:24])[CH:30]=[C:29]([Cl:31])[CH:28]=2)=[O:34])([C:17]2[CH:22]=[CH:21][C:20]([I:23])=[CH:19][CH:18]=2)[CH2:12][CH2:13]1)=[O:7])([CH3:4])([CH3:3])[CH3:2]. (2) Given the reactants [Br:1][C:2]1[CH:10]=[CH:9][C:5]([C:6](O)=[O:7])=[C:4]([CH3:11])[CH:3]=1.S(C)C, predict the reaction product. The product is: [Br:1][C:2]1[CH:10]=[CH:9][C:5]([CH2:6][OH:7])=[C:4]([CH3:11])[CH:3]=1. (3) The product is: [NH:1]1[C:9]2[C:4](=[CH:5][C:6]([N:10]([CH2:32][OH:33])[C:11]3[C:12]4[CH2:31][CH2:30][N:29]([CH3:38])[CH2:28][C:13]=4[N:14]=[C:15]([N:17]4[CH2:25][C:24]5[C:19](=[CH:20][CH:21]=[C:22]([O:26][CH3:27])[CH:23]=5)[CH2:18]4)[N:16]=3)=[CH:7][CH:8]=2)[CH:3]=[N:2]1. Given the reactants [NH:1]1[C:9]2[C:4](=[CH:5][C:6]([NH:10][C:11]3[C:12]4[CH2:31][CH2:30][NH:29][CH2:28][C:13]=4[N:14]=[C:15]([N:17]4[CH2:25][C:24]5[C:19](=[CH:20][CH:21]=[C:22]([O:26][CH3:27])[CH:23]=5)[CH2:18]4)[N:16]=3)=[CH:7][CH:8]=2)[CH:3]=[N:2]1.[CH2:32]=[O:33].[BH3-]C#N.[Na+].[CH3:38]O, predict the reaction product. (4) Given the reactants [F:1][C:2]1[C:7]([O:8]C)=[CH:6][CH:5]=[CH:4][C:3]=1[OH:10].B(Br)(Br)Br.B(F)(F)F.[CH3:19][CH2:20][O:21]CC.C(O)(=O)C, predict the reaction product. The product is: [F:1][C:2]1[C:7]([OH:8])=[C:6]([C:20](=[O:21])[CH3:19])[CH:5]=[CH:4][C:3]=1[OH:10].